Dataset: Reaction yield outcomes from USPTO patents with 853,638 reactions. Task: Predict the reaction yield, written as a fraction of the theoretical maximum amount of product (1.0 means a 100% yield; for example, 0.34 means a 34% yield). (1) The reactants are [OH-].[Na+].[O:3]=[C:4]([CH3:22])[CH2:5][CH2:6][C@H:7]1[C@H:19]2[C@@H:11]([C@@H:12]3[C@@H:16]([CH2:17][CH2:18]2)[CH2:15][C:14](=[O:20])[CH2:13]3)[CH2:10][CH2:9][C:8]1=O.Cl. The catalyst is CO. The product is [C:14]1(=[O:20])[CH2:13][C@H:12]2[C@@H:11]([CH2:10][CH2:9][C@H:8]3[C@H:7]4[C:19](=[CH:22][C:4](=[O:3])[CH2:5][CH2:6]4)[CH2:18][CH2:17][C@@H:16]32)[CH2:15]1. The yield is 0.820. (2) The reactants are [OH:1][C:2]1[CH:3]=[N:4][CH:5]=[CH:6][CH:7]=1.CS([C:12]1[N:17]=[C:16]([O:18][C:19]([CH3:22])([CH3:21])[CH3:20])[CH:15]=[C:14]([O:23][C:24]([CH3:27])([CH3:26])[CH3:25])[N:13]=1)(=O)=O.C([O-])([O-])=O.[K+].[K+].O. The catalyst is CN(C=O)C. The product is [C:24]([O:23][C:14]1[CH:15]=[C:16]([O:18][C:19]([CH3:22])([CH3:21])[CH3:20])[N:17]=[C:12]([O:1][C:2]2[CH:3]=[N:4][CH:5]=[CH:6][CH:7]=2)[N:13]=1)([CH3:27])([CH3:26])[CH3:25]. The yield is 0.710. (3) The reactants are [C:1]([O:4][CH2:5][C:6]([N:8]([CH2:13][C:14]1[N:18]([CH3:19])[C:17]([C:20]2[S:28][C:27]3[C:22](=[N:23][CH:24]=[CH:25][C:26]=3[O:29][C:30]3[CH:35]=[CH:34][C:33]([NH2:36])=[CH:32][C:31]=3[F:37])[CH:21]=2)=[N:16][CH:15]=1)[CH2:9][CH2:10][O:11][CH3:12])=[O:7])(=[O:3])[CH3:2].CC[N:40]([CH:44](C)C)[CH:41]([CH3:43])[CH3:42].ClC(Cl)([O:50]C(=O)OC(Cl)(Cl)Cl)Cl. The catalyst is C1COCC1. The product is [C:1]([O:4][CH2:5][C:6]([N:8]([CH2:13][C:14]1[N:18]([CH3:19])[C:17]([C:20]2[S:28][C:27]3[C:22](=[N:23][CH:24]=[CH:25][C:26]=3[O:29][C:30]3[CH:35]=[CH:34][C:33]([NH:36][C:44]([NH:40][CH:41]4[CH2:42][CH2:43]4)=[O:50])=[CH:32][C:31]=3[F:37])[CH:21]=2)=[N:16][CH:15]=1)[CH2:9][CH2:10][O:11][CH3:12])=[O:7])(=[O:3])[CH3:2]. The yield is 0.690. (4) The product is [Cl:15][C:16]1[CH:21]=[CH:20][CH:19]=[C:18]([Cl:22])[C:17]=1[NH:23][C:24]([NH:1][C:2]1[S:3][C:4]([CH3:14])=[CH:5][C:6]=1[C:7]([O:9][C:10]([CH3:11])([CH3:13])[CH3:12])=[O:8])=[O:25]. The reactants are [NH2:1][C:2]1[S:3][C:4]([CH3:14])=[CH:5][C:6]=1[C:7]([O:9][C:10]([CH3:13])([CH3:12])[CH3:11])=[O:8].[Cl:15][C:16]1[CH:21]=[CH:20][CH:19]=[C:18]([Cl:22])[C:17]=1[N:23]=[C:24]=[O:25].C(N(CC)CC)C. The catalyst is CN(C=O)C. The yield is 0.530. (5) The reactants are [C:1]([C:3]1[CH:4]=[C:5]([C:9]2[C:10]3[N:11]([C:25]([CH2:28][CH3:29])=[CH:26][CH:27]=3)[N:12]=[C:13]([CH3:24])[C:14]=2[CH2:15][CH2:16][CH2:17][CH2:18]C(OCC)=O)[CH:6]=[CH:7][CH:8]=1)#[N:2].[BH4-].[Li+].[O:32]1[CH2:36][CH2:35][CH2:34][CH2:33]1. The yield is 0.645. The product is [CH2:28]([C:25]1[N:11]2[N:12]=[C:13]([CH3:24])[C:14]([CH2:15][CH2:16][CH2:17][CH2:18][CH2:34][CH2:33][OH:32])=[C:9]([C:5]3[CH:4]=[C:3]([CH:8]=[CH:7][CH:6]=3)[C:1]#[N:2])[C:10]2=[CH:27][CH:26]=1)[CH3:29].[NH2:2][CH2:1][C:3]1[CH:4]=[C:5]([C:9]2[C:10]3[N:11]([C:25]([CH2:28][CH3:29])=[CH:26][CH:27]=3)[N:12]=[C:13]([CH3:24])[C:14]=2[CH2:15][CH2:16][CH2:36][CH2:35][CH2:34][CH2:33][OH:32])[CH:6]=[CH:7][CH:8]=1. No catalyst specified. (6) The catalyst is ClCCCl. The reactants are [S:1]1[CH2:6][CH2:5][NH:4][C:3]2[CH:7]=[CH:8][CH:9]=[CH:10][C:2]1=2.[C:11]([N:18]1[CH2:22][CH2:21][C:20](=O)[CH2:19]1)([O:13][C:14]([CH3:17])([CH3:16])[CH3:15])=[O:12].C(O)(=O)C.C(O[BH-](OC(=O)C)OC(=O)C)(=O)C.[Na+]. The yield is 0.190. The product is [S:1]1[CH2:6][CH2:5][N:4]([CH:21]2[CH2:20][CH2:19][N:18]([C:11]([O:13][C:14]([CH3:17])([CH3:16])[CH3:15])=[O:12])[CH2:22]2)[C:3]2[CH:7]=[CH:8][CH:9]=[CH:10][C:2]1=2.